This data is from NCI-60 drug combinations with 297,098 pairs across 59 cell lines. The task is: Regression. Given two drug SMILES strings and cell line genomic features, predict the synergy score measuring deviation from expected non-interaction effect. Drug 1: CCN(CC)CCCC(C)NC1=C2C=C(C=CC2=NC3=C1C=CC(=C3)Cl)OC. Drug 2: C1C(C(OC1N2C=NC3=C2NC=NCC3O)CO)O. Cell line: MDA-MB-435. Synergy scores: CSS=7.24, Synergy_ZIP=-4.32, Synergy_Bliss=3.79, Synergy_Loewe=0.161, Synergy_HSA=0.564.